From a dataset of Full USPTO retrosynthesis dataset with 1.9M reactions from patents (1976-2016). Predict the reactants needed to synthesize the given product. (1) Given the product [CH2:1]([N:8]1[CH2:14][CH:13]2[NH:16][CH:10]([CH2:11][CH2:12]2)[CH2:9]1)[C:2]1[CH:3]=[CH:4][CH:5]=[CH:6][CH:7]=1, predict the reactants needed to synthesize it. The reactants are: [CH2:1]([N:8]1[C:14](=O)[CH:13]2[NH:16][CH:10]([CH2:11][CH2:12]2)[C:9]1=O)[C:2]1[CH:7]=[CH:6][CH:5]=[CH:4][CH:3]=1.[H-].[H-].[H-].[H-].[Li+].[Al+3]. (2) Given the product [Cl:17][C:18]1[CH:19]=[C:20]([C:24]2[O:25][N:26]=[C:27]3[CH:32]=[CH:31][C:30]([CH:33]([C:14]4[S:15][CH:16]=[C:12]([C:6]5[CH:7]=[CH:8][CH:9]=[CH:10][CH:11]=5)[N:13]=4)[OH:34])=[CH:29][C:28]=23)[CH:21]=[CH:22][CH:23]=1, predict the reactants needed to synthesize it. The reactants are: [Li]CCCC.[C:6]1([C:12]2[N:13]=[CH:14][S:15][CH:16]=2)[CH:11]=[CH:10][CH:9]=[CH:8][CH:7]=1.[Cl:17][C:18]1[CH:19]=[C:20]([C:24]2[O:25][N:26]=[C:27]3[CH:32]=[CH:31][C:30]([CH:33]=[O:34])=[CH:29][C:28]=23)[CH:21]=[CH:22][CH:23]=1.[NH4+].[Cl-]. (3) Given the product [F:31][C:2]([F:1])([F:32])[C:3]1[CH:4]=[C:5]([CH:28]=[CH:29][CH:30]=1)[O:6][CH2:7][C:8]1[S:9][C:10]2[C:16]([C:17]3[CH:18]=[C:19]([CH:25]=[CH:26][CH:27]=3)[C:20]([OH:22])=[O:21])=[CH:15][CH:14]=[CH:13][C:11]=2[CH:12]=1.[NH2:68][C:66](=[O:67])[CH2:65][NH:64][C:52](=[O:53])[C:51]1[CH:55]=[CH:56][CH:57]=[C:49]([C:48]2[C:42]3[S:41][C:40]([CH2:39][O:38][C:37]4[CH:58]=[CH:59][CH:60]=[C:35]([C:34]([F:61])([F:33])[F:62])[CH:36]=4)=[CH:44][C:43]=3[CH:45]=[CH:46][CH:47]=2)[CH:50]=1, predict the reactants needed to synthesize it. The reactants are: [F:1][C:2]([F:32])([F:31])[C:3]1[CH:4]=[C:5]([CH:28]=[CH:29][CH:30]=1)[O:6][CH2:7][C:8]1[S:9][C:10]2[C:16]([C:17]3[CH:18]=[C:19]([CH:25]=[CH:26][CH:27]=3)[C:20]([O:22]CC)=[O:21])=[CH:15][CH:14]=[CH:13][C:11]=2[CH:12]=1.[F:33][C:34]([F:62])([F:61])[C:35]1[CH:36]=[C:37]([CH:58]=[CH:59][CH:60]=1)[O:38][CH2:39][C:40]1[S:41][C:42]2[C:48]([C:49]3[CH:50]=[C:51]([CH:55]=[CH:56][CH:57]=3)[C:52](O)=[O:53])=[CH:47][CH:46]=[CH:45][C:43]=2[CH:44]=1.Cl.[NH2:64][CH2:65][C:66]([NH2:68])=[O:67].